From a dataset of Peptide-MHC class II binding affinity with 134,281 pairs from IEDB. Regression. Given a peptide amino acid sequence and an MHC pseudo amino acid sequence, predict their binding affinity value. This is MHC class II binding data. (1) The peptide sequence is MKDFDEPGHLAPTGM. The MHC is HLA-DPA10103-DPB10201 with pseudo-sequence HLA-DPA10103-DPB10201. The binding affinity (normalized) is 0.104. (2) The peptide sequence is LDAAYSVAYKAAVGA. The MHC is DRB5_0101 with pseudo-sequence DRB5_0101. The binding affinity (normalized) is 0.247. (3) The peptide sequence is YFRNEQSIPPLIQKY. The MHC is HLA-DQA10101-DQB10501 with pseudo-sequence HLA-DQA10101-DQB10501. The binding affinity (normalized) is 0.214. (4) The MHC is DRB1_0404 with pseudo-sequence DRB1_0404. The peptide sequence is EEFAVEFDLPGIK. The binding affinity (normalized) is 0.686. (5) The MHC is HLA-DQA10102-DQB10604 with pseudo-sequence HLA-DQA10102-DQB10604. The peptide sequence is ILLQYVVKSFD. The binding affinity (normalized) is 0.